This data is from Reaction yield outcomes from USPTO patents with 853,638 reactions. The task is: Predict the reaction yield, written as a fraction of the theoretical maximum amount of product (1.0 means a 100% yield; for example, 0.34 means a 34% yield). The reactants are C(OC(=O)[NH:7][C:8]1([C:12]2[CH:17]=[CH:16][C:15]([C:18]3[C:38]([C:39]4[CH:44]=[CH:43][CH:42]=[CH:41][CH:40]=4)=[CH:37][N:21]4[N:22]=[C:23]5[C:28]([CH:27]=[C:26]([C:29]6[CH:34]=[CH:33][CH:32]=[C:31]([C:35]#[N:36])[CH:30]=6)[CH:25]=[CH:24]5)=[C:20]4[N:19]=3)=[CH:14][CH:13]=2)[CH2:11][CH2:10][CH2:9]1)(C)(C)C. The catalyst is Cl.O1CCOCC1. The product is [NH2:7][C:8]1([C:12]2[CH:13]=[CH:14][C:15]([C:18]3[C:38]([C:39]4[CH:44]=[CH:43][CH:42]=[CH:41][CH:40]=4)=[CH:37][N:21]4[N:22]=[C:23]5[C:28]([CH:27]=[C:26]([C:29]6[CH:30]=[C:31]([CH:32]=[CH:33][CH:34]=6)[C:35]#[N:36])[CH:25]=[CH:24]5)=[C:20]4[N:19]=3)=[CH:16][CH:17]=2)[CH2:9][CH2:10][CH2:11]1. The yield is 0.379.